This data is from Forward reaction prediction with 1.9M reactions from USPTO patents (1976-2016). The task is: Predict the product of the given reaction. Given the reactants [NH2:1][CH2:2][C@@H:3]1[C@@H:20]([C@@:21]2([CH3:30])[CH2:26][CH2:25][C@H:24]([OH:27])[CH2:23][C@@H:22]2[CH2:28][OH:29])[CH2:19][CH2:18][C@@:17]2([CH3:31])[C@H:4]1[CH2:5][C@H:6]1[C@@H:16]2[C@H:15]([CH3:32])[C@@:8]2([CH2:13][CH2:12][C@@H:11]([CH3:14])[CH2:10][O:9]2)[O:7]1.[CH3:33][C:34](O)=[O:35], predict the reaction product. The product is: [C:34]([O:27][C@H:24]1[CH2:25][CH2:26][C@@:21]([C@H:20]2[CH2:19][CH2:18][C@@:17]3([CH3:31])[C@@H:4]([CH2:5][C@H:6]4[C@@H:16]3[C@H:15]([CH3:32])[C@@:8]3([CH2:13][CH2:12][C@@H:11]([CH3:14])[CH2:10][O:9]3)[O:7]4)[C@@H:3]2[CH2:2][NH2:1])([CH3:30])[C@@H:22]([CH2:28][OH:29])[CH2:23]1)(=[O:35])[CH3:33].